Dataset: Peptide-MHC class II binding affinity with 134,281 pairs from IEDB. Task: Regression. Given a peptide amino acid sequence and an MHC pseudo amino acid sequence, predict their binding affinity value. This is MHC class II binding data. (1) The peptide sequence is GELQIVDKIDAADKI. The MHC is DRB1_1302 with pseudo-sequence DRB1_1302. The binding affinity (normalized) is 0.613. (2) The peptide sequence is GPLDKEAIEERVERI. The MHC is HLA-DQA10601-DQB10402 with pseudo-sequence HLA-DQA10601-DQB10402. The binding affinity (normalized) is 0. (3) The peptide sequence is YDKFLANVMTVLTGK. The binding affinity (normalized) is 0.711. The MHC is DRB1_0405 with pseudo-sequence DRB1_0405.